From a dataset of NCI-60 drug combinations with 297,098 pairs across 59 cell lines. Regression. Given two drug SMILES strings and cell line genomic features, predict the synergy score measuring deviation from expected non-interaction effect. (1) Drug 1: C1CCC(C1)C(CC#N)N2C=C(C=N2)C3=C4C=CNC4=NC=N3. Drug 2: C1C(C(OC1N2C=NC(=NC2=O)N)CO)O. Cell line: UACC62. Synergy scores: CSS=-3.84, Synergy_ZIP=4.96, Synergy_Bliss=3.56, Synergy_Loewe=-15.7, Synergy_HSA=-5.95. (2) Synergy scores: CSS=12.6, Synergy_ZIP=-7.83, Synergy_Bliss=-3.43, Synergy_Loewe=-5.06, Synergy_HSA=-3.04. Cell line: NCI/ADR-RES. Drug 1: C1=C(C(=O)NC(=O)N1)N(CCCl)CCCl. Drug 2: CC12CCC3C(C1CCC2O)C(CC4=C3C=CC(=C4)O)CCCCCCCCCS(=O)CCCC(C(F)(F)F)(F)F. (3) Cell line: LOX IMVI. Synergy scores: CSS=35.2, Synergy_ZIP=-0.665, Synergy_Bliss=-2.11, Synergy_Loewe=-3.07, Synergy_HSA=-1.23. Drug 2: CS(=O)(=O)CCNCC1=CC=C(O1)C2=CC3=C(C=C2)N=CN=C3NC4=CC(=C(C=C4)OCC5=CC(=CC=C5)F)Cl. Drug 1: C1=C(C(=O)NC(=O)N1)F. (4) Drug 1: CNC(=O)C1=CC=CC=C1SC2=CC3=C(C=C2)C(=NN3)C=CC4=CC=CC=N4. Cell line: HT29. Drug 2: C1=CN(C(=O)N=C1N)C2C(C(C(O2)CO)O)O.Cl. Synergy scores: CSS=45.2, Synergy_ZIP=0.508, Synergy_Bliss=1.02, Synergy_Loewe=-24.3, Synergy_HSA=0.265. (5) Drug 1: CC1OCC2C(O1)C(C(C(O2)OC3C4COC(=O)C4C(C5=CC6=C(C=C35)OCO6)C7=CC(=C(C(=C7)OC)O)OC)O)O. Drug 2: CC1=CC2C(CCC3(C2CCC3(C(=O)C)OC(=O)C)C)C4(C1=CC(=O)CC4)C. Cell line: CCRF-CEM. Synergy scores: CSS=60.3, Synergy_ZIP=1.96, Synergy_Bliss=3.72, Synergy_Loewe=-29.5, Synergy_HSA=4.73.